This data is from Forward reaction prediction with 1.9M reactions from USPTO patents (1976-2016). The task is: Predict the product of the given reaction. (1) Given the reactants C([O:3][C:4](=[O:33])[CH2:5][CH2:6][CH2:7][N:8]1[CH2:16][CH2:15][N:14]([CH2:17][C:18]([O:20]C(C)(C)C)=[O:19])[CH2:13][CH2:12][N:11]([CH2:25][C:26]([O:28]C(C)(C)C)=[O:27])[CH2:10][CH2:9]1)C.[Li+].[OH-], predict the reaction product. The product is: [C:18]([CH2:17][N:14]1[CH2:13][CH2:12][N:11]([CH2:25][C:26]([OH:28])=[O:27])[CH2:10][CH2:9][N:8]([CH2:7][CH2:6][CH2:5][C:4]([OH:33])=[O:3])[CH2:16][CH2:15]1)([OH:20])=[O:19]. (2) Given the reactants [C:9](O[C:9]([O:11][C:12]([CH3:15])([CH3:14])[CH3:13])=[O:10])([O:11][C:12]([CH3:15])([CH3:14])[CH3:13])=[O:10].[NH2:16][CH2:17][CH2:18][C:19]1[CH:24]=[CH:23][C:22]([OH:25])=[CH:21][CH:20]=1, predict the reaction product. The product is: [C:12]([O:11][C:9](=[O:10])[NH:16][CH2:17][CH2:18][C:19]1[CH:24]=[CH:23][C:22]([OH:25])=[CH:21][CH:20]=1)([CH3:13])([CH3:14])[CH3:15]. (3) The product is: [C:30]([N:11]1[C:9]2[N:10]=[C:5]([N:4]([CH2:1][CH2:2][CH3:3])[CH2:25][CH2:26][CH3:27])[N:6]([CH3:24])[C:7](=[O:23])[C:8]=2[C:13]([C:14]2[C:15]([CH3:22])=[CH:16][C:17]([CH3:21])=[CH:18][C:19]=2[CH3:20])=[CH:12]1)(=[O:32])[CH3:31]. Given the reactants [CH2:1]([N:4]([CH2:25][CH2:26][CH3:27])[C:5]1[N:6]([CH3:24])[C:7](=[O:23])[C:8]2[C:13]([C:14]3[C:19]([CH3:20])=[CH:18][C:17]([CH3:21])=[CH:16][C:15]=3[CH3:22])=[CH:12][NH:11][C:9]=2[N:10]=1)[CH2:2][CH3:3].[H-].[Na+].[C:30](Cl)(=[O:32])[CH3:31], predict the reaction product. (4) Given the reactants Cl.[OH:2][CH2:3][C@@H:4]1[NH:8][CH2:7][C@@H:6]([OH:9])[CH2:5]1.[C:10](#[N:13])[CH:11]=[CH2:12], predict the reaction product. The product is: [OH:9][C@@H:6]1[CH2:7][N:8]([CH2:12][CH2:11][C:10]#[N:13])[C@@H:4]([CH2:3][OH:2])[CH2:5]1.